Dataset: Full USPTO retrosynthesis dataset with 1.9M reactions from patents (1976-2016). Task: Predict the reactants needed to synthesize the given product. (1) Given the product [OH:13][C:10]1[C:11]2[C:6]([CH:7]=[C:8]([C:15]([O:17][CH2:18][CH3:19])=[O:16])[CH:9]=1)=[N:5][N:4]([CH:1]([CH3:2])[CH3:3])[CH:12]=2, predict the reactants needed to synthesize it. The reactants are: [CH:1]([N:4]1[CH:12]=[C:11]2[C:6]([CH:7]=[C:8]([C:15]([O:17][CH2:18][CH3:19])=[O:16])[CH:9]=[C:10]2[O:13]C)=[N:5]1)([CH3:3])[CH3:2].B(Br)(Br)Br. (2) Given the product [CH3:12][O:13][C:14](=[O:38])[C:15]1[CH:20]=[CH:19][CH:18]=[C:17]([CH2:21][N:22]2[C:23]3[C:28](=[CH:27][CH:26]=[CH:25][CH:24]=3)/[C:31](=[C:32](\[C:6]3[CH:7]=[CH:8][C:3]([C:1]#[N:2])=[CH:4][CH:5]=3)/[C:33]([OH:36])([CH3:35])[CH3:34])/[C:30]2=[O:37])[CH:16]=1, predict the reactants needed to synthesize it. The reactants are: [C:1]([C:3]1[CH:8]=[CH:7][C:6](B(O)O)=[CH:5][CH:4]=1)#[N:2].[CH3:12][O:13][C:14](=[O:38])[C:15]1[CH:20]=[CH:19][CH:18]=[C:17]([CH2:21][N:22]([C:30](=[O:37])[C:31]#[C:32][C:33]([OH:36])([CH3:35])[CH3:34])[C:23]2[CH:28]=[CH:27][CH:26]=[CH:25][C:24]=2I)[CH:16]=1. (3) Given the product [C:15](=[C:17]1[CH:22]=[CH:21][CH:20]=[CH:19][CH:18]1[N:23]([C:62](=[O:73])[C:63]([O:65][CH2:66][C:67]1[CH:72]=[CH:71][CH:70]=[CH:69][CH:68]=1)=[O:64])[C:24]1[CH:25]=[CH:26][C:27]([CH2:28][C@@H:29]([C:35]([NH:37][CH2:38][CH2:39][CH2:40][CH2:41][O:42][C:43]2[CH:44]=[C:45]([C:54]3[CH:59]=[CH:58][CH:57]=[CH:56][CH:55]=3)[CH:46]=[C:47]([OH:53])[C:48]=2[C:49]([O:51][CH3:52])=[O:50])=[O:36])[NH:30][C:31]([O:33][CH3:34])=[O:32])=[CH:60][CH:61]=1)=[O:14], predict the reactants needed to synthesize it. The reactants are: C([O:14][C:15]([C:17]1[CH:22]=[CH:21][CH:20]=[CH:19][C:18]=1[N:23]([C:62](=[O:73])[C:63]([O:65][CH2:66][C:67]1[CH:72]=[CH:71][CH:70]=[CH:69][CH:68]=1)=[O:64])[C:24]1[CH:61]=[CH:60][C:27]([CH2:28][C@@H:29]([C:35]([NH:37][CH2:38][CH2:39][CH2:40][CH2:41][O:42][C:43]2[CH:44]=[C:45]([C:54]3[CH:59]=[CH:58][CH:57]=[CH:56][CH:55]=3)[CH:46]=[C:47]([OH:53])[C:48]=2[C:49]([O:51][CH3:52])=[O:50])=[O:36])[NH:30][C:31]([O:33][CH3:34])=[O:32])=[CH:26][CH:25]=1)=O)(C1C=CC=CC=1)C1C=CC=CC=1.